Dataset: Reaction yield outcomes from USPTO patents with 853,638 reactions. Task: Predict the reaction yield, written as a fraction of the theoretical maximum amount of product (1.0 means a 100% yield; for example, 0.34 means a 34% yield). (1) The reactants are O=P(Cl)(Cl)[Cl:3].[CH2:6]([O:13][C:14]1[C:23]2[C:18](=[C:19]([CH3:26])[C:20]([O:24][CH3:25])=[CH:21][CH:22]=2)[N+:17]([O-])=[CH:16][CH:15]=1)[C:7]1[CH:12]=[CH:11][CH:10]=[CH:9][CH:8]=1. No catalyst specified. The product is [CH2:6]([O:13][C:14]1[C:23]2[C:18](=[C:19]([CH3:26])[C:20]([O:24][CH3:25])=[CH:21][CH:22]=2)[N:17]=[C:16]([Cl:3])[CH:15]=1)[C:7]1[CH:12]=[CH:11][CH:10]=[CH:9][CH:8]=1. The yield is 0.904. (2) The yield is 0.640. No catalyst specified. The reactants are [CH:1]1([CH2:4][O:5][C:6]2[N:11]=[C:10]([C:12]([NH:14][C:15]3([CH2:19][C:20](O)=[O:21])[CH2:18][S:17][CH2:16]3)=[O:13])[CH:9]=[CH:8][C:7]=2[N:23]2[CH2:26][C:25]([F:28])([F:27])[CH2:24]2)[CH2:3][CH2:2]1.C1N=C[N:31](C(N2C=NC=C2)=O)C=1.N. The product is [NH2:31][C:20](=[O:21])[CH2:19][C:15]1([NH:14][C:12]([C:10]2[CH:9]=[CH:8][C:7]([N:23]3[CH2:24][C:25]([F:28])([F:27])[CH2:26]3)=[C:6]([O:5][CH2:4][CH:1]3[CH2:3][CH2:2]3)[N:11]=2)=[O:13])[CH2:16][S:17][CH2:18]1. (3) The reactants are [CH2:1]([O:3][C:4]([CH:6]1[CH2:11][NH:10][CH2:9][CH2:8][NH:7]1)=[O:5])[CH3:2].Br[CH:13]([C:20]1[CH:25]=[CH:24][CH:23]=[CH:22][CH:21]=1)[C:14]1[CH:19]=[CH:18][CH:17]=[CH:16][CH:15]=1.C([O-])([O-])=O.[K+].[K+]. The catalyst is CN(C=O)C.CCOC(C)=O. The product is [CH2:1]([O:3][C:4]([CH:6]1[CH2:11][N:10]([CH:13]([C:14]2[CH:19]=[CH:18][CH:17]=[CH:16][CH:15]=2)[C:20]2[CH:25]=[CH:24][CH:23]=[CH:22][CH:21]=2)[CH2:9][CH2:8][NH:7]1)=[O:5])[CH3:2]. The yield is 0.750. (4) The reactants are C(O[C:4](=[O:20])[CH2:5][C:6](=O)[C:7]1[CH:12]=[CH:11][N:10]=[C:9]([C:13]2[CH:18]=[CH:17][CH:16]=[CH:15][CH:14]=2)[N:8]=1)C.[CH3:21][NH:22][C:23]([NH2:25])=[S:24].N12CCCN=C1CCCCC2.Cl. The catalyst is C(O)C. The product is [SH:24][C:23]1[N:22]([CH3:21])[C:4](=[O:20])[CH:5]=[C:6]([C:7]2[CH:12]=[CH:11][N:10]=[C:9]([C:13]3[CH:14]=[CH:15][CH:16]=[CH:17][CH:18]=3)[N:8]=2)[N:25]=1. The yield is 0.930. (5) The reactants are C[O:2][C:3]([C:5]1[S:13][C:12]2[CH:11]=[C:10]([CH3:14])[N:9]=[C:8]([Cl:15])[C:7]=2[C:6]=1[O:16][CH2:17][C:18]([O:20][C:21]([CH3:24])([CH3:23])[CH3:22])=[O:19])=O.[CH3:25][NH2:26]. The catalyst is C1COCC1. The product is [C:21]([O:20][C:18](=[O:19])[CH2:17][O:16][C:6]1[C:7]2[C:8]([Cl:15])=[N:9][C:10]([CH3:14])=[CH:11][C:12]=2[S:13][C:5]=1[C:3](=[O:2])[NH:26][CH3:25])([CH3:24])([CH3:23])[CH3:22]. The yield is 0.540. (6) The reactants are [Cl:1][C:2]1[C:7]([Cl:8])=[CH:6][CH:5]=[CH:4][C:3]=1[C:9]1[S:10][CH:11]=[C:12]([C:14]([OH:16])=[O:15])[N:13]=1.C(N([CH:23]([CH3:25])C)CC)(C)C.C([NH3+])C.[OH2:29].C[N:31]([CH:33]=[O:34])[CH3:32]. The catalyst is O1CCOCC1. The product is [O:29]=[C:32]1[CH2:25][CH2:23][C:33](=[O:34])[N:31]1[O:15][C:14]([C:12]1[N:13]=[C:9]([C:3]2[CH:4]=[CH:5][CH:6]=[C:7]([Cl:8])[C:2]=2[Cl:1])[S:10][CH:11]=1)=[O:16]. The yield is 0.870.